From a dataset of Forward reaction prediction with 1.9M reactions from USPTO patents (1976-2016). Predict the product of the given reaction. Given the reactants Cl[C:2]1[N:7]=[CH:6][C:5]([S:8]([C:11]2[N:15]([C:16]3[CH:21]=[C:20]([F:22])[CH:19]=[CH:18][C:17]=3[CH3:23])[N:14]=[C:13]([CH2:24][N:25]([CH3:33])[C:26](=[O:32])[O:27][C:28]([CH3:31])([CH3:30])[CH3:29])[CH:12]=2)(=[O:10])=[O:9])=[CH:4][CH:3]=1.C(N(CC)CC)C, predict the reaction product. The product is: [F:22][C:20]1[CH:19]=[CH:18][C:17]([CH3:23])=[C:16]([N:15]2[C:11]([S:8]([C:5]3[CH:6]=[N:7][CH:2]=[CH:3][CH:4]=3)(=[O:10])=[O:9])=[CH:12][C:13]([CH2:24][N:25]([CH3:33])[C:26](=[O:32])[O:27][C:28]([CH3:29])([CH3:30])[CH3:31])=[N:14]2)[CH:21]=1.